The task is: Predict the product of the given reaction.. This data is from Forward reaction prediction with 1.9M reactions from USPTO patents (1976-2016). (1) Given the reactants [NH:1]1[C:5]2[CH:6]=[CH:7][CH:8]=[CH:9][C:4]=2[N:3]=[C:2]1[CH2:10][N:11]([CH2:22][CH2:23][C:24]1[CH:29]=[CH:28][CH:27]=[CH:26][CH:25]=1)[CH:12]1[C:21]2[N:20]=[CH:19][CH:18]=[CH:17][C:16]=2[CH2:15][CH2:14][CH2:13]1.Br[CH2:31][CH2:32][CH2:33][C:34]#[N:35].CN(CC1N(CC2C=NC=CC=2)C2C=CC=CC=2N=1)C1C2N=CC=CC=2CCC1, predict the reaction product. The product is: [C:24]1([CH2:23][CH2:22][N:11]([CH2:10][C:2]2[N:3]([CH2:31][CH2:32][CH2:33][C:34]#[N:35])[C:4]3[CH:9]=[CH:8][CH:7]=[CH:6][C:5]=3[N:1]=2)[CH:12]2[C:21]3[N:20]=[CH:19][CH:18]=[CH:17][C:16]=3[CH2:15][CH2:14][CH2:13]2)[CH:29]=[CH:28][CH:27]=[CH:26][CH:25]=1. (2) The product is: [CH2:1]([NH:3][C:4]([N:26]1[CH2:27][CH2:28][CH2:29][C:24]2[S:23][C:22]([C:19]3[CH:18]=[CH:17][C:16]([O:15][CH2:14][CH2:13][CH2:12][N:8]4[CH2:9][CH2:10][CH2:11][CH:7]4[CH3:6])=[CH:21][CH:20]=3)=[N:30][C:25]1=2)=[O:5])[CH3:2]. Given the reactants [CH2:1]([N:3]=[C:4]=[O:5])[CH3:2].[CH3:6][CH:7]1[CH2:11][CH2:10][CH2:9][N:8]1[CH2:12][CH2:13][CH2:14][O:15][C:16]1[CH:21]=[CH:20][C:19]([C:22]2[S:23][C:24]3[CH2:29][CH2:28][CH2:27][NH:26][C:25]=3[N:30]=2)=[CH:18][CH:17]=1.O.C(=O)([O-])[O-].[K+].[K+], predict the reaction product. (3) Given the reactants [NH2:1][C@@H:2]1[C:8](=[O:9])[NH:7][C:6]2[CH:10]=[CH:11][CH:12]=[CH:13][C:5]=2[C:4]2[CH:14]=[CH:15][CH:16]=[CH:17][C:3]1=2.[OH:18][C:19]([CH3:34])([C:23]([NH:25][CH2:26][C:27]([F:33])([F:32])[C:28]([F:31])([F:30])[F:29])=[O:24])[C:20](O)=[O:21].O.ON1C2C=CC=CC=2N=N1.C(N(C(C)C)CC)(C)C.Cl.CN(C)CCCN=C=NCC.Cl, predict the reaction product. The product is: [OH:18][C:19]([CH3:34])([C:23]([NH:25][CH2:26][C:27]([F:32])([F:33])[C:28]([F:29])([F:30])[F:31])=[O:24])[C:20]([NH:1][C@@H:2]1[C:8](=[O:9])[NH:7][C:6]2[CH:10]=[CH:11][CH:12]=[CH:13][C:5]=2[C:4]2[CH:14]=[CH:15][CH:16]=[CH:17][C:3]1=2)=[O:21].